From a dataset of NCI-60 drug combinations with 297,098 pairs across 59 cell lines. Regression. Given two drug SMILES strings and cell line genomic features, predict the synergy score measuring deviation from expected non-interaction effect. (1) Drug 1: CCC1=CC2CC(C3=C(CN(C2)C1)C4=CC=CC=C4N3)(C5=C(C=C6C(=C5)C78CCN9C7C(C=CC9)(C(C(C8N6C)(C(=O)OC)O)OC(=O)C)CC)OC)C(=O)OC.C(C(C(=O)O)O)(C(=O)O)O. Drug 2: C1=CC=C(C(=C1)C(C2=CC=C(C=C2)Cl)C(Cl)Cl)Cl. Cell line: SF-268. Synergy scores: CSS=29.0, Synergy_ZIP=4.87, Synergy_Bliss=10.7, Synergy_Loewe=-31.0, Synergy_HSA=10.7. (2) Drug 1: CC(C1=C(C=CC(=C1Cl)F)Cl)OC2=C(N=CC(=C2)C3=CN(N=C3)C4CCNCC4)N. Drug 2: CC1=C(C(=O)C2=C(C1=O)N3CC4C(C3(C2COC(=O)N)OC)N4)N. Cell line: PC-3. Synergy scores: CSS=28.8, Synergy_ZIP=-3.67, Synergy_Bliss=2.16, Synergy_Loewe=-0.545, Synergy_HSA=4.20. (3) Drug 2: B(C(CC(C)C)NC(=O)C(CC1=CC=CC=C1)NC(=O)C2=NC=CN=C2)(O)O. Synergy scores: CSS=47.5, Synergy_ZIP=1.35, Synergy_Bliss=-4.75, Synergy_Loewe=-11.7, Synergy_HSA=-13.3. Drug 1: CC(C)(C#N)C1=CC(=CC(=C1)CN2C=NC=N2)C(C)(C)C#N. Cell line: RPMI-8226. (4) Drug 1: C1CCN(CC1)CCOC2=CC=C(C=C2)C(=O)C3=C(SC4=C3C=CC(=C4)O)C5=CC=C(C=C5)O. Drug 2: CC(C)NC(=O)C1=CC=C(C=C1)CNNC.Cl. Cell line: HCT-15. Synergy scores: CSS=-10.3, Synergy_ZIP=2.88, Synergy_Bliss=-1.17, Synergy_Loewe=-11.4, Synergy_HSA=-9.31. (5) Drug 1: C1=CC(=CC=C1CCC2=CNC3=C2C(=O)NC(=N3)N)C(=O)NC(CCC(=O)O)C(=O)O. Drug 2: C1=CN(C(=O)N=C1N)C2C(C(C(O2)CO)O)O.Cl. Cell line: UACC62. Synergy scores: CSS=12.6, Synergy_ZIP=-7.28, Synergy_Bliss=-7.13, Synergy_Loewe=-6.59, Synergy_HSA=-3.61. (6) Drug 1: CC1=C2C(C(=O)C3(C(CC4C(C3C(C(C2(C)C)(CC1OC(=O)C(C(C5=CC=CC=C5)NC(=O)C6=CC=CC=C6)O)O)OC(=O)C7=CC=CC=C7)(CO4)OC(=O)C)O)C)OC(=O)C. Drug 2: CC=C1C(=O)NC(C(=O)OC2CC(=O)NC(C(=O)NC(CSSCCC=C2)C(=O)N1)C(C)C)C(C)C. Cell line: NCIH23. Synergy scores: CSS=51.0, Synergy_ZIP=-2.96, Synergy_Bliss=-4.73, Synergy_Loewe=-16.2, Synergy_HSA=-1.57. (7) Drug 1: CS(=O)(=O)C1=CC(=C(C=C1)C(=O)NC2=CC(=C(C=C2)Cl)C3=CC=CC=N3)Cl. Drug 2: CN(CCCl)CCCl.Cl. Cell line: BT-549. Synergy scores: CSS=12.4, Synergy_ZIP=-3.41, Synergy_Bliss=3.99, Synergy_Loewe=-5.21, Synergy_HSA=1.73.